The task is: Predict which catalyst facilitates the given reaction.. This data is from Catalyst prediction with 721,799 reactions and 888 catalyst types from USPTO. (1) Reactant: [Cl:1][C:2]1[CH:27]=[CH:26][C:5]2[NH:6][C:7]3[S:8][C:9]([CH3:25])=[CH:10][C:11]=3[C:12]([N:14]3[CH2:19][CH2:18][N:17]([CH3:20])[C@@H:16]([CH2:21][CH2:22][O:23][CH3:24])[CH2:15]3)=[N:13][C:4]=2[CH:3]=1.[ClH:28]. Product: [ClH:1].[ClH:28].[Cl:1][C:2]1[CH:27]=[CH:26][C:5]2[NH:6][C:7]3[S:8][C:9]([CH3:25])=[CH:10][C:11]=3[C:12]([N:14]3[CH2:19][CH2:18][N:17]([CH3:20])[C@@H:16]([CH2:21][CH2:22][O:23][CH3:24])[CH2:15]3)=[N:13][C:4]=2[CH:3]=1. The catalyst class is: 41. (2) Reactant: CCCCCOC([NH:9][C:10]1[C:16](F)=[CH:15][N:14]([C@@H:18]2[O:22][C@H:21]([CH3:23])[C@@H:20]([OH:24])[C@H:19]2[OH:25])[C:12](=[O:13])[N:11]=1)=O.CN(C=O)C.C(=O)([O-])[O-].[K+].[K+]. Product: [OH:25][CH:19]1[CH:20]([OH:24])[CH:21]([CH3:23])[O:22][CH:18]1[N:14]1[CH:15]=[CH:16][C:10]([NH2:9])=[N:11][C:12]1=[O:13]. The catalyst class is: 5. (3) Product: [Cl:1][C:2]1[CH:7]=[CH:6][CH:5]=[C:4]([Cl:8])[C:3]=1[CH2:9][CH2:10][CH2:11][OH:12]. Reactant: [Cl:1][C:2]1[CH:7]=[CH:6][CH:5]=[C:4]([Cl:8])[C:3]=1[CH2:9][CH2:10][C:11](O)=[O:12].C(N(CC)CC)C.C(OC(Cl)=O)(C)C.C1(C)C=CC=CC=1.[BH4-].[Na+]. The catalyst class is: 20.